This data is from Reaction yield outcomes from USPTO patents with 853,638 reactions. The task is: Predict the reaction yield, written as a fraction of the theoretical maximum amount of product (1.0 means a 100% yield; for example, 0.34 means a 34% yield). (1) The reactants are [Cl:1][C:2]1[C:3](F)=[C:4]([I:14])[C:5]([O:11][CH2:12][CH3:13])=[C:6]([C:8](=[O:10])[CH3:9])[CH:7]=1.[C-:16]#[N:17].[K+].C(=O)(O)[O-].[Na+].O. The catalyst is CN(C)C=O.C(OCC)(=O)C. The product is [C:8]([C:6]1[CH:7]=[C:2]([Cl:1])[C:3]([C:16]#[N:17])=[C:4]([I:14])[C:5]=1[O:11][CH2:12][CH3:13])(=[O:10])[CH3:9]. The yield is 0.810. (2) The reactants are C(N(CC)CC)C.[C:8](Cl)(=[O:10])[CH3:9].Cl.[CH3:13][N:14]([CH3:32])[C@H:15]1[CH2:20][CH2:19][C@H:18]([O:21][C:22]2[C:23]([CH3:31])=[C:24]3[C:28](=[CH:29][CH:30]=2)[NH:27][N:26]=[CH:25]3)[CH2:17][CH2:16]1. The catalyst is CN(C)C=O.O. The product is [C:8]([N:27]1[C:28]2[C:24](=[C:23]([CH3:31])[C:22]([O:21][C@H:18]3[CH2:17][CH2:16][C@H:15]([N:14]([CH3:32])[CH3:13])[CH2:20][CH2:19]3)=[CH:30][CH:29]=2)[CH:25]=[N:26]1)(=[O:10])[CH3:9]. The yield is 0.200. (3) The reactants are [CH3:1][C:2]1[CH:3]=[C:4]([C:19]2[S:23][C:22]([C:24]([C:26]3[CH:35]=[CH:34][C:29]([C:30]([O:32][CH3:33])=[O:31])=[CH:28][CH:27]=3)=[CH2:25])=[N:21][CH:20]=2)[CH:5]=[C:6]([NH:8][C:9]2[N:14]=[C:13]([C:15]([F:18])([F:17])[F:16])[CH:12]=[CH:11][N:10]=2)[CH:7]=1.[OH2:36].Cl.CC(C)=[O:40]. The catalyst is [O-]S([O-])=O.[Na+].[Na+].CCOC(C)=O.[Os](=O)(=O)(=O)=O. The product is [OH:36][C:24]([C:26]1[CH:27]=[CH:28][C:29]([C:30]([O:32][CH3:33])=[O:31])=[CH:34][CH:35]=1)([C:22]1[S:23][C:19]([C:4]2[CH:5]=[C:6]([NH:8][C:9]3[N:14]=[C:13]([C:15]([F:18])([F:17])[F:16])[CH:12]=[CH:11][N:10]=3)[CH:7]=[C:2]([CH3:1])[CH:3]=2)=[CH:20][N:21]=1)[CH2:25][OH:40]. The yield is 0.655. (4) The reactants are [Cl:1][C:2]1[CH:10]=[CH:9][C:8]([S:11]([CH3:14])(=[O:13])=[O:12])=[CH:7][C:3]=1[C:4]([OH:6])=[O:5].Cl[C:16]1C=CC(S(O)=O)=C[C:17]=1C(O)=O.ICCC. The catalyst is C(O)CC. The product is [Cl:1][C:2]1[CH:10]=[CH:9][C:8]([S:11]([CH2:14][CH2:16][CH3:17])(=[O:13])=[O:12])=[CH:7][C:3]=1[C:4]([OH:6])=[O:5]. The yield is 0.0300. (5) The reactants are [Cl:1][C:2]1[CH:3]=[C:4]([CH:8]([O:13][Si:14]([CH2:19][CH3:20])([CH2:17][CH3:18])[CH2:15][CH3:16])[CH2:9][N+:10]([O-])=O)[CH:5]=[CH:6][CH:7]=1. The catalyst is [Ni].CO. The product is [Cl:1][C:2]1[CH:3]=[C:4]([CH:8]([O:13][Si:14]([CH2:15][CH3:16])([CH2:19][CH3:20])[CH2:17][CH3:18])[CH2:9][NH2:10])[CH:5]=[CH:6][CH:7]=1. The yield is 0.620. (6) The reactants are [F:1][C:2]1[CH:7]=[CH:6][C:5]([C:8]2[N:12]([CH3:13])[N:11]=[CH:10][C:9]=2[CH:14]=[O:15])=[CH:4][CH:3]=1.[H-].[Al+3].[Li+].[H-].[H-].[H-].O.O.O.O.O.O.O.O.O.O.S([O-])([O-])(=O)=O.[Na+].[Na+].O[C:40]1[CH:49]=[CH:48][C:43]([C:44]([O:46][CH3:47])=[O:45])=[CH:42][CH:41]=1.C(P(CCCC)CCCC)CCC.N(C(N1CCCCC1)=O)=NC(N1CCCCC1)=O. The catalyst is O1CCCC1. The product is [F:1][C:2]1[CH:3]=[CH:4][C:5]([C:8]2[N:12]([CH3:13])[N:11]=[CH:10][C:9]=2[CH2:14][O:15][C:40]2[CH:49]=[CH:48][C:43]([C:44]([O:46][CH3:47])=[O:45])=[CH:42][CH:41]=2)=[CH:6][CH:7]=1. The yield is 0.540. (7) The reactants are [CH:1]1([C:4]([C:6]2[C:7]([CH3:25])=[N:8][C:9]3[S:10][C:11]4[CH2:12][NH:13][CH2:14][CH2:15][C:16]=4[C:17]=3[C:18]=2[C:19]2[CH:24]=[CH:23][CH:22]=[CH:21][CH:20]=2)=[O:5])[CH2:3][CH2:2]1. The catalyst is C1(C=CC2C=CC=CC=2)C=CC=CC=1.[Pd]. The product is [CH:1]1([C:4]([C:6]2[C:7]([CH3:25])=[N:8][C:9]3[S:10][C:11]4[C:16]([C:17]=3[C:18]=2[C:19]2[CH:24]=[CH:23][CH:22]=[CH:21][CH:20]=2)=[CH:15][CH:14]=[N:13][CH:12]=4)=[O:5])[CH2:2][CH2:3]1. The yield is 0.0800. (8) The reactants are ClC1C=C(C=CC=1)C(OO)=[O:6].[F:12][C:13]1[CH:14]=[C:15]([NH:20][CH:21]([C:23]2[CH:24]=[C:25]([C:37]([O:39][CH3:40])=[O:38])[CH:26]=[C:27]3[C:32]=2[O:31][C:30]([S:33][CH2:34][CH3:35])=[CH:29][C:28]3=[O:36])[CH3:22])[CH:16]=[C:17]([F:19])[CH:18]=1. The catalyst is C(Cl)Cl. The product is [F:12][C:13]1[CH:14]=[C:15]([NH:20][CH:21]([C:23]2[CH:24]=[C:25]([C:37]([O:39][CH3:40])=[O:38])[CH:26]=[C:27]3[C:32]=2[O:31][C:30]([S:33]([CH2:34][CH3:35])=[O:6])=[CH:29][C:28]3=[O:36])[CH3:22])[CH:16]=[C:17]([F:19])[CH:18]=1. The yield is 1.00.